Dataset: Full USPTO retrosynthesis dataset with 1.9M reactions from patents (1976-2016). Task: Predict the reactants needed to synthesize the given product. Given the product [CH:1]1([C@H:4]([NH:11][C:12]([C:14]2[C:23]3[C:18](=[C:19]([OH:31])[CH:20]=[CH:21][CH:22]=3)[C:17](=[O:25])[N:16]([NH:26][CH2:27][CH3:28])[C:15]=2[CH3:29])=[O:13])[C:5]2[CH:10]=[CH:9][CH:8]=[CH:7][CH:6]=2)[CH2:3][CH2:2]1, predict the reactants needed to synthesize it. The reactants are: [CH:1]1([C@H:4]([NH:11][C:12]([C:14]2[C:23]3[C:18](=[C:19](F)[CH:20]=[CH:21][CH:22]=3)[C:17](=[O:25])[N:16]([NH:26][CH2:27][CH3:28])[C:15]=2[CH3:29])=[O:13])[C:5]2[CH:10]=[CH:9][CH:8]=[CH:7][CH:6]=2)[CH2:3][CH2:2]1.N([O-])=[O:31].[Na+].